From a dataset of Forward reaction prediction with 1.9M reactions from USPTO patents (1976-2016). Predict the product of the given reaction. (1) Given the reactants C[O:2][C:3](=[O:20])[CH:4]([CH3:19])[CH2:5][N:6]1[CH2:11][CH2:10][N:9]([C:12]2[CH:17]=[CH:16][C:15]([Cl:18])=[CH:14][CH:13]=2)[CH2:8][CH2:7]1.[OH-].[Li+:22], predict the reaction product. The product is: [Li+:22].[Cl:18][C:15]1[CH:14]=[CH:13][C:12]([N:9]2[CH2:10][CH2:11][N:6]([CH2:5][CH:4]([CH3:19])[C:3]([O-:20])=[O:2])[CH2:7][CH2:8]2)=[CH:17][CH:16]=1. (2) Given the reactants C([O:5][C:6](=[O:50])[C@@H:7]([NH:13][C:14]([O:16][CH2:17][C:18]([CH3:49])([CH3:48])[CH2:19][CH:20]1[CH2:22][CH:21]1[C:23]1[CH:24]=[C:25]2[C:30](=[CH:31][C:32]=1[O:33][CH3:34])[N:29]=[C:28]([O:35][CH2:36][CH3:37])[CH:27]=[C:26]2[O:38][C@H:39]1[CH2:43][NH:42][C@H:41]([C:44]([O:46][CH3:47])=[O:45])[CH2:40]1)=[O:15])[CH:8]1[CH2:12][CH2:11][CH2:10][CH2:9]1)(C)(C)C.[ClH:51], predict the reaction product. The product is: [ClH:51].[ClH:51].[CH:8]1([C@H:7]([NH:13][C:14]([O:16][CH2:17][C:18]([CH3:48])([CH3:49])[CH2:19][CH:20]2[CH2:22][CH:21]2[C:23]2[CH:24]=[C:25]3[C:30](=[CH:31][C:32]=2[O:33][CH3:34])[N:29]=[C:28]([O:35][CH2:36][CH3:37])[CH:27]=[C:26]3[O:38][C@@H:39]2[CH2:40][C@@H:41]([C:44]([O:46][CH3:47])=[O:45])[NH:42][CH2:43]2)=[O:15])[C:6]([OH:50])=[O:5])[CH2:9][CH2:10][CH2:11][CH2:12]1. (3) Given the reactants [NH2:1][C:2]1[C:7]([NH:8][C:9]2[CH:10]=[N:11][C:12]3[CH2:13][CH:14]([NH:19][C:20](=[O:26])[O:21][C:22]([CH3:25])([CH3:24])[CH3:23])[CH2:15][CH2:16][C:17]=3[CH:18]=2)=[CH:6][C:5]([O:27][CH3:28])=[CH:4][N:3]=1.O=[CH:30][C:31]([O:33][CH2:34][CH3:35])=[O:32].[BH4-].[Na+], predict the reaction product. The product is: [CH3:25][C:22]([O:21][C:20]([NH:19][CH:14]1[CH2:13][C:12]2[N:11]=[CH:10][C:9]([NH:8][C:7]3[C:2]([NH:1][CH2:30][C:31]([O:33][CH2:34][CH3:35])=[O:32])=[N:3][CH:4]=[C:5]([O:27][CH3:28])[CH:6]=3)=[CH:18][C:17]=2[CH2:16][CH2:15]1)=[O:26])([CH3:23])[CH3:24]. (4) Given the reactants [CH3:1][O:2][C:3]1[CH:4]=[C:5]([CH:34]=[C:35]([O:41][CH3:42])[C:36]=1[O:37][CH2:38][CH2:39][CH3:40])[CH2:6][C:7]1[C:16]2[C:11](=[C:12]([N:20]=C(C3C=CC=CC=3)C3C=CC=CC=3)[C:13]([O:17][CH2:18][CH3:19])=[CH:14][CH:15]=2)[CH:10]=[N:9][CH:8]=1.[OH:43]N1C(=O)C2=CC=CC=C2C1=O.[O-][Cl:56]=O.[Na+].O, predict the reaction product. The product is: [ClH:56].[NH2:20][C:12]1[C:13]([O:17][CH2:18][CH3:19])=[CH:14][CH:15]=[C:16]2[C:11]=1[CH:10]=[N:9][CH:8]=[C:7]2[C:6]([C:5]1[CH:4]=[C:3]([O:2][CH3:1])[C:36]([O:37][CH2:38][CH2:39][CH3:40])=[C:35]([O:41][CH3:42])[CH:34]=1)=[O:43]. (5) The product is: [Br:10][CH2:7][C:6]1[N:5]([CH3:9])[N:4]=[CH:3][C:2]=1[Cl:1]. Given the reactants [Cl:1][C:2]1[CH:3]=[N:4][N:5]([CH3:9])[C:6]=1[CH2:7]O.[Br:10]C(Br)(Br)Br, predict the reaction product. (6) The product is: [Cl:20][C:14]1[C:15]([Cl:19])=[CH:16][CH:17]=[CH:18][C:13]=1[CH2:12][N:6]([CH2:7][C:8]([F:10])([F:11])[F:9])[C:4](=[O:5])[CH:3]([CH2:21][C:22]1[CH:27]=[CH:26][C:25]([O:28][CH2:29][CH2:30][O:31][C:32]2[C:33]([Cl:40])=[CH:34][C:35]([CH3:39])=[CH:36][C:37]=2[Cl:38])=[CH:24][CH:23]=1)[CH2:1][NH:2][C:43](=[O:44])[O:45][C:46]([CH3:49])([CH3:48])[CH3:47]. Given the reactants [C:1](/[C:3](=[CH:21]\[C:22]1[CH:27]=[CH:26][C:25]([O:28][CH2:29][CH2:30][O:31][C:32]2[C:37]([Cl:38])=[CH:36][C:35]([CH3:39])=[CH:34][C:33]=2[Cl:40])=[CH:24][CH:23]=1)/[C:4]([N:6]([CH2:12][C:13]1[CH:18]=[CH:17][CH:16]=[C:15]([Cl:19])[C:14]=1[Cl:20])[CH2:7][C:8]([F:11])([F:10])[F:9])=[O:5])#[N:2].[BH4-].[Na+].[C:43](O[C:43]([O:45][C:46]([CH3:49])([CH3:48])[CH3:47])=[O:44])([O:45][C:46]([CH3:49])([CH3:48])[CH3:47])=[O:44].CCN(C(C)C)C(C)C, predict the reaction product. (7) The product is: [OH:15][C:12]1[CH:13]=[CH:14][C:9]([NH:8][C:3]2[C:2]([NH:1][S:24]([C:21]3[CH:20]=[CH:19][C:18]([O:17][CH3:16])=[CH:23][CH:22]=3)(=[O:26])=[O:25])=[CH:7][CH:6]=[CH:5][N:4]=2)=[CH:10][CH:11]=1. Given the reactants [NH2:1][C:2]1[C:3]([NH:8][C:9]2[CH:14]=[CH:13][C:12]([OH:15])=[CH:11][CH:10]=2)=[N:4][CH:5]=[CH:6][CH:7]=1.[CH3:16][O:17][C:18]1[CH:23]=[CH:22][C:21]([S:24](Cl)(=[O:26])=[O:25])=[CH:20][CH:19]=1, predict the reaction product. (8) Given the reactants [CH3:1][N:2]1[CH2:7][CH2:6][N:5]([CH:8]2[C:17]3[C:12](=[CH:13][CH:14]=[C:15]([CH:18]4[CH2:23][CH2:22][NH:21][CH2:20][CH2:19]4)[CH:16]=3)[CH2:11][CH2:10][CH2:9]2)[CH2:4][CH2:3]1.CN(C(ON1N=NC2C=CC=CC1=2)=[N+](C)C)C.F[P-](F)(F)(F)(F)F.C(N(CC)CC)C.[F:55][C:56]([F:67])([F:66])[C:57]1[CH:65]=[CH:64][C:60]([C:61](O)=[O:62])=[CH:59][CH:58]=1, predict the reaction product. The product is: [CH3:1][N:2]1[CH2:3][CH2:4][N:5]([CH:8]2[C:17]3[CH:16]=[C:15]([CH:18]4[CH2:23][CH2:22][N:21]([C:61]([C:60]5[CH:59]=[CH:58][C:57]([C:56]([F:55])([F:66])[F:67])=[CH:65][CH:64]=5)=[O:62])[CH2:20][CH2:19]4)[CH:14]=[CH:13][C:12]=3[CH2:11][CH2:10][CH2:9]2)[CH2:6][CH2:7]1. (9) Given the reactants [Br:1][C:2]1[N:7]=[CH:6][C:5]([O:8][C@H:9]2[CH2:14][CH2:13][CH2:12][CH2:11][C@H:10]2[NH:15][S:16]([CH:19]([CH3:21])[CH3:20])(=[O:18])=[O:17])=[CH:4][CH:3]=1.C(=O)=O, predict the reaction product. The product is: [Br:1][C:2]1[N:7]=[CH:6][C:5]([O:8][C@@H:9]2[CH2:14][CH2:13][CH2:12][CH2:11][C@@H:10]2[NH:15][S:16]([CH:19]([CH3:21])[CH3:20])(=[O:17])=[O:18])=[CH:4][CH:3]=1. (10) The product is: [F:1][C:2]([F:35])([CH2:27][O:28][C:29]1[CH:34]=[CH:33][CH:32]=[CH:31][CH:30]=1)/[CH:3]=[CH:4]/[C@@H:5]1[C@@H:6]2[C@@H:7]([O:25][C:24](=[O:26])[CH2:23][CH2:22][CH2:21][CH:20]=[CH:19][CH2:18]2)[CH2:8][C@H:9]1[O:10][CH:11]1[CH2:16][CH2:15][CH2:14][CH2:13][O:12]1. Given the reactants [F:1][C:2]([F:35])([CH2:27][O:28][C:29]1[CH:34]=[CH:33][CH:32]=[CH:31][CH:30]=1)/[CH:3]=[CH:4]/[C@H:5]1[C@H:9]([O:10][CH:11]2[CH2:16][CH2:15][CH2:14][CH2:13][O:12]2)[CH2:8][C@H:7](O)[C@@H:6]1[CH2:18]/[CH:19]=[CH:20]\[CH2:21][CH2:22][CH2:23][C:24]([OH:26])=[O:25].C1C=C(SSC2N=CC=CC=2)N=CC=1.C1(P(C2C=CC=CC=2)C2C=CC=CC=2)C=CC=CC=1, predict the reaction product.